This data is from Aqueous solubility values for 9,982 compounds from the AqSolDB database. The task is: Regression/Classification. Given a drug SMILES string, predict its absorption, distribution, metabolism, or excretion properties. Task type varies by dataset: regression for continuous measurements (e.g., permeability, clearance, half-life) or binary classification for categorical outcomes (e.g., BBB penetration, CYP inhibition). For this dataset (solubility_aqsoldb), we predict Y. (1) The molecule is O=S(=O)([O-])[O-].O=S(=O)([O-])[O-].O=S(=O)([O-])[O-].[Fe+3].[Fe+3]. The Y is 1.04 log mol/L. (2) The compound is CC(=O)CSC#N. The Y is -0.216 log mol/L. (3) The drug is O=C1C=Cc2cc(S(=O)(=O)[O-])ccc2/C1=N\Nc1ccc(N=Nc2ccc(Nc3ccccc3)c(S(=O)(=O)[O-])c2)c2ccccc12.[Na+].[Na+]. The Y is -1.02 log mol/L. (4) The compound is CC1C(N)CN1c1c(F)c(N)c2c(=O)c(C(=O)O)cn(C3CC3)c2c1F. The Y is -3.98 log mol/L. (5) The molecule is O=S(=O)([O-])CS(=O)(=O)[O-].[Ca+2]. The Y is 0.126 log mol/L. (6) The compound is O=C([O-])O.[K+]. The Y is 0.954 log mol/L. (7) The drug is CCCCOCCOC(N)=O. The Y is -0.508 log mol/L.